Dataset: Full USPTO retrosynthesis dataset with 1.9M reactions from patents (1976-2016). Task: Predict the reactants needed to synthesize the given product. (1) Given the product [C:21]1([C:27](=[N:28][C:2]2[CH:7]=[CH:6][C:5]([C@H:8]3[O:13][CH2:12][CH2:11][N:10]([C:14]([O:16][C:17]([CH3:20])([CH3:19])[CH3:18])=[O:15])[CH2:9]3)=[CH:4][CH:3]=2)[C:29]2[CH:30]=[CH:31][CH:32]=[CH:33][CH:34]=2)[CH:26]=[CH:25][CH:24]=[CH:23][CH:22]=1, predict the reactants needed to synthesize it. The reactants are: Br[C:2]1[CH:7]=[CH:6][C:5]([C@H:8]2[O:13][CH2:12][CH2:11][N:10]([C:14]([O:16][C:17]([CH3:20])([CH3:19])[CH3:18])=[O:15])[CH2:9]2)=[CH:4][CH:3]=1.[C:21]1([C:27]([C:29]2[CH:34]=[CH:33][CH:32]=[CH:31][CH:30]=2)=[NH:28])[CH:26]=[CH:25][CH:24]=[CH:23][CH:22]=1.CC(C)([O-])C.[Na+]. (2) Given the product [BrH:1].[BrH:1].[C:35]([S:36][CH2:2][C:3]1[CH:13]=[C:12]([CH2:14][S:36][C:35](=[NH:34])[NH2:37])[C:6]([C:7]([O:9][CH2:10][CH3:11])=[O:8])=[CH:5][C:4]=1[C:16]([O:18][CH2:19][CH3:20])=[O:17])(=[NH:37])[NH2:34], predict the reactants needed to synthesize it. The reactants are: [Br:1][CH2:2][C:3]1[CH:13]=[C:12]([CH2:14]Br)[C:6]([C:7]([O:9][CH2:10][CH3:11])=[O:8])=[CH:5][C:4]=1[C:16]([O:18][CH2:19][CH3:20])=[O:17].ClCC1C(C)=C(CCl)C(C)=CC=1C.[NH2:34][C:35]([NH2:37])=[S:36]. (3) The reactants are: [NH:1]1[C:9]2[C:4](=[N:5][C:6]([NH2:10])=[CH:7][CH:8]=2)[CH:3]=[CH:2]1.[Cl:11][C:12]1[CH:20]=[CH:19][C:15]([C:16](Cl)=[O:17])=[CH:14][C:13]=1[F:21]. Given the product [Cl:11][C:12]1[CH:20]=[CH:19][C:15]([C:16]([NH:10][C:6]2[N:5]=[C:4]3[CH:3]=[CH:2][N:1]([C:16](=[O:17])[C:15]4[CH:19]=[CH:20][C:12]([Cl:11])=[C:13]([F:21])[CH:14]=4)[C:9]3=[CH:8][CH:7]=2)=[O:17])=[CH:14][C:13]=1[F:21], predict the reactants needed to synthesize it. (4) Given the product [C:1]([O:5][C:6]([NH:8][CH2:9][CH2:10][O:11][C:12]1[CH:17]=[CH:16][C:15]([CH2:18][CH:19]([S:32][C:29]2[CH:30]=[CH:31][C:26]([CH3:25])=[CH:27][CH:28]=2)[C:20]([O:22][CH3:23])=[O:21])=[CH:14][CH:13]=1)=[O:7])([CH3:4])([CH3:3])[CH3:2], predict the reactants needed to synthesize it. The reactants are: [C:1]([O:5][C:6]([NH:8][CH2:9][CH2:10][O:11][C:12]1[CH:17]=[CH:16][C:15]([CH2:18][CH:19](O)[C:20]([O:22][CH3:23])=[O:21])=[CH:14][CH:13]=1)=[O:7])([CH3:4])([CH3:3])[CH3:2].[CH3:25][C:26]1[CH:31]=[CH:30][C:29]([SH:32])=[CH:28][CH:27]=1.C1(P(C2C=CC=CC=2)C2C=CC=CC=2)C=CC=CC=1.CCOC(/N=N/C(OCC)=O)=O. (5) Given the product [Cl:8][C:9]1[CH:10]=[CH:11][C:12]([CH2:13][CH:14]2[C:18]3([O:19][CH2:2]3)[CH:17]([C:20]([F:21])([F:22])[F:23])[CH2:16][CH2:15]2)=[CH:24][CH:25]=1, predict the reactants needed to synthesize it. The reactants are: I[CH2:2]CI.ICI.[Cl:8][C:9]1[CH:25]=[CH:24][C:12]([CH2:13][CH:14]2[C:18](=[O:19])[CH:17]([C:20]([F:23])([F:22])[F:21])[CH2:16][CH2:15]2)=[CH:11][CH:10]=1.[OH-].[Na+].Cl. (6) Given the product [CH:1]1([N:6]2[CH2:7][CH2:8][N:9]([C:12]([C:14]3[CH:15]=[C:16]4[C:20](=[CH:21][CH:22]=3)[N:19]([C:38]3[CH:39]=[C:34]([CH3:33])[CH:35]=[CH:36][CH:37]=3)[C:18]([C:23]([N:25]3[CH2:26][CH2:27][C:28]([F:31])([F:32])[CH2:29][CH2:30]3)=[O:24])=[CH:17]4)=[O:13])[CH2:10][CH2:11]2)[CH2:5][CH2:4][CH2:3][CH2:2]1, predict the reactants needed to synthesize it. The reactants are: [CH:1]1([N:6]2[CH2:11][CH2:10][N:9]([C:12]([C:14]3[CH:15]=[C:16]4[C:20](=[CH:21][CH:22]=3)[NH:19][C:18]([C:23]([N:25]3[CH2:30][CH2:29][C:28]([F:32])([F:31])[CH2:27][CH2:26]3)=[O:24])=[CH:17]4)=[O:13])[CH2:8][CH2:7]2)[CH2:5][CH2:4][CH2:3][CH2:2]1.[CH3:33][C:34]1[CH:35]=[C:36](B(O)O)[CH:37]=[CH:38][CH:39]=1.N1C=CC=CC=1.